The task is: Predict the product of the given reaction.. This data is from Forward reaction prediction with 1.9M reactions from USPTO patents (1976-2016). (1) Given the reactants C(O[BH-](OC(=O)C)OC(=O)C)(=O)C.[Na+].[Cl:15][C:16]1[CH:23]=[CH:22][CH:21]=[C:20]([O:24][CH3:25])[C:17]=1[CH:18]=O.Cl.Cl.[CH:28]([C@H:41]1[N:46]2[CH2:47][CH2:48][CH2:49][C@H:45]2[CH2:44][NH:43][CH2:42]1)([C:35]1[CH:40]=[CH:39][CH:38]=[CH:37][CH:36]=1)[C:29]1[CH:34]=[CH:33][CH:32]=[CH:31][CH:30]=1, predict the reaction product. The product is: [CH:28]([C@H:41]1[N:46]2[CH2:47][CH2:48][CH2:49][C@H:45]2[CH2:44][N:43]([CH2:18][C:17]2[C:20]([O:24][CH3:25])=[CH:21][CH:22]=[CH:23][C:16]=2[Cl:15])[CH2:42]1)([C:29]1[CH:34]=[CH:33][CH:32]=[CH:31][CH:30]=1)[C:35]1[CH:36]=[CH:37][CH:38]=[CH:39][CH:40]=1. (2) Given the reactants [Si:1]([O:8][C@H:9]1[CH2:18][C:17]([CH3:20])([CH3:19])[CH2:16][C:15]2[N:14]=[C:13]([CH:21]3[CH2:26][CH2:25][O:24][CH2:23][CH2:22]3)[C:12]([C@@H:27]([C:29]3[CH:34]=[CH:33][C:32]([C:35]([CH3:38])([CH3:37])[CH3:36])=[CH:31][CH:30]=3)[OH:28])=[C:11](I)[C:10]1=2)([C:4]([CH3:7])([CH3:6])[CH3:5])([CH3:3])[CH3:2].[O:40]1[CH2:45][CH:44]=[C:43](B2OC(C)(C)C(C)(C)O2)[CH2:42][CH2:41]1.C(=O)([O-])[O-].[Cs+].[Cs+].[F-].[Cs+], predict the reaction product. The product is: [Si:1]([O:8][C@H:9]1[CH2:18][C:17]([CH3:20])([CH3:19])[CH2:16][C:15]2[N:14]=[C:13]([CH:21]3[CH2:26][CH2:25][O:24][CH2:23][CH2:22]3)[C:12]([C@@H:27]([C:29]3[CH:34]=[CH:33][C:32]([C:35]([CH3:38])([CH3:37])[CH3:36])=[CH:31][CH:30]=3)[OH:28])=[C:11]([C:43]3[CH2:44][CH2:45][O:40][CH2:41][CH:42]=3)[C:10]1=2)([C:4]([CH3:7])([CH3:6])[CH3:5])([CH3:3])[CH3:2].